This data is from Reaction yield outcomes from USPTO patents with 853,638 reactions. The task is: Predict the reaction yield, written as a fraction of the theoretical maximum amount of product (1.0 means a 100% yield; for example, 0.34 means a 34% yield). (1) The reactants are [NH2:1][C:2]1[C:3](/[C:9](=[N:15]\[H])/[NH:10][O:11][C:12](=O)[CH3:13])=[N:4][C:5]([Br:8])=[CH:6][N:7]=1.CC(O)=O.C([O-])(O)=O.[Na+]. The catalyst is O. The product is [Br:8][C:5]1[N:4]=[C:3]([C:9]2[N:15]=[C:12]([CH3:13])[O:11][N:10]=2)[C:2]([NH2:1])=[N:7][CH:6]=1. The yield is 0.660. (2) The reactants are [Br:1][C:2]1[CH:3]=[CH:4][C:5]([N+:9]([O-:11])=[O:10])=[C:6]([CH:8]=1)[NH2:7].[BH-](OC(C)=O)(OC(C)=O)OC(C)=O.[Na+].[CH3:26][S:27][C:28]1[S:29][C:30]2[CH:36]=[C:35]([CH:37]=O)[CH:34]=[CH:33][C:31]=2[N:32]=1. The catalyst is C(O)(C(F)(F)F)=O.C(Cl)Cl. The product is [Br:1][C:2]1[CH:3]=[CH:4][C:5]([N+:9]([O-:11])=[O:10])=[C:6]([CH:8]=1)[NH:7][CH2:37][C:35]1[CH:34]=[CH:33][C:31]2[N:32]=[C:28]([S:27][CH3:26])[S:29][C:30]=2[CH:36]=1. The yield is 0.730. (3) The reactants are [CH3:1][N:2]([CH3:34])[C:3]([C:5]1[N:28]([CH:29]2[CH2:33][CH2:32][CH2:31][CH2:30]2)[C:8]2[N:9]=[C:10]([NH:13][C:14]3[CH:19]=[CH:18][C:17]([C:20]([N:22]4[CH2:27][CH2:26][NH:25][CH2:24][CH2:23]4)=[O:21])=[CH:16][N:15]=3)[N:11]=[CH:12][C:7]=2[CH:6]=1)=[O:4].Br[CH2:36][CH2:37][OH:38]. No catalyst specified. The product is [CH3:1][N:2]([CH3:34])[C:3]([C:5]1[N:28]([CH:29]2[CH2:33][CH2:32][CH2:31][CH2:30]2)[C:8]2[N:9]=[C:10]([NH:13][C:14]3[CH:19]=[CH:18][C:17]([C:20]([N:22]4[CH2:27][CH2:26][N:25]([CH2:36][CH2:37][OH:38])[CH2:24][CH2:23]4)=[O:21])=[CH:16][N:15]=3)[N:11]=[CH:12][C:7]=2[CH:6]=1)=[O:4]. The yield is 0.480. (4) The reactants are [F:1][C:2]1[CH:7]=[CH:6][C:5]([N+:8]([O-])=O)=[C:4]([O:11][CH:12]([CH3:14])[CH3:13])[CH:3]=1.CCO.CC1C=C2N=C3C(=NC(NC3=O)=O)N(C[C@H](O)[C@H](O)[C@H](O)CO)C2=CC=1C. The catalyst is O.[Pd]. The product is [F:1][C:2]1[CH:7]=[CH:6][C:5]([NH2:8])=[C:4]([O:11][CH:12]([CH3:14])[CH3:13])[CH:3]=1. The yield is 0.980. (5) The catalyst is CS(C)=O. The product is [C:39]([CH2:2][C:3]1([NH:6][C:7]([NH:9][C@@:10]([C:25]2[CH:30]=[C:29]([O:31][C:32]([F:37])([F:36])[CH:33]([F:35])[F:34])[CH:28]=[C:27]([F:38])[CH:26]=2)([C:18]2[CH:23]=[CH:22][C:21]([F:24])=[CH:20][CH:19]=2)[CH2:11][C:12]2[CH:17]=[CH:16][CH:15]=[CH:14][CH:13]=2)=[O:8])[CH2:5][CH2:4]1)#[N:40]. The reactants are Br[CH2:2][C:3]1([NH:6][C:7]([NH:9][C@@:10]([C:25]2[CH:30]=[C:29]([O:31][C:32]([F:37])([F:36])[CH:33]([F:35])[F:34])[CH:28]=[C:27]([F:38])[CH:26]=2)([C:18]2[CH:23]=[CH:22][C:21]([F:24])=[CH:20][CH:19]=2)[CH2:11][C:12]2[CH:17]=[CH:16][CH:15]=[CH:14][CH:13]=2)=[O:8])[CH2:5][CH2:4]1.[C-:39]#[N:40].[Na+]. The yield is 0.630.